Predict the reaction yield, written as a fraction of the theoretical maximum amount of product (1.0 means a 100% yield; for example, 0.34 means a 34% yield). From a dataset of Reaction yield outcomes from USPTO patents with 853,638 reactions. (1) The reactants are N1C=CC=CC=1.[C:7]([OH:16])(=[O:15])[C:8]1[C:9](=[CH:11][CH:12]=[CH:13][CH:14]=1)[OH:10].[C:17](OC(=O)C)(=[O:19])[CH3:18]. The catalyst is C(Cl)Cl. The product is [C:17]([O:10][C:9]1[CH:11]=[CH:12][CH:13]=[CH:14][C:8]=1[C:7]([OH:16])=[O:15])(=[O:19])[CH3:18]. The yield is 0.760. (2) The catalyst is CN(C=O)C.O. The reactants are [N:1]([C:4]1[CH:11]=[CH:10][C:7]([C:8]#[N:9])=[C:6]([C:12]([F:15])([F:14])[F:13])[CH:5]=1)=[C:2]=[S:3].[CH3:16][O:17][C:18](=[O:31])[C:19]1[CH:24]=[CH:23][C:22]([NH:25][C:26]([C:29]#N)([CH3:28])[CH3:27])=[CH:21][CH:20]=1.C[OH:33].Cl. The yield is 0.630. The product is [CH3:16][O:17][C:18](=[O:31])[C:19]1[CH:24]=[CH:23][C:22]([N:25]2[C:26]([CH3:27])([CH3:28])[C:29](=[O:33])[N:1]([C:4]3[CH:11]=[CH:10][C:7]([C:8]#[N:9])=[C:6]([C:12]([F:13])([F:15])[F:14])[CH:5]=3)[C:2]2=[S:3])=[CH:21][CH:20]=1. (3) The reactants are [CH:1]1[C:10]2[C:5](=[CH:6][CH:7]=[CH:8][CH:9]=2)[CH:4]=[CH:3][C:2]=1[C:11](Cl)=[O:12].Cl.[CH3:15][NH:16][O:17][CH3:18].C(N(C(C)C)CC)(C)C. The catalyst is ClCCl. The product is [CH3:18][O:17][N:16]([CH3:15])[C:11]([C:2]1[CH:3]=[CH:4][C:5]2[C:10](=[CH:9][CH:8]=[CH:7][CH:6]=2)[CH:1]=1)=[O:12]. The yield is 0.860. (4) The reactants are C[O:2][C:3]([C:5]1[CH:10]=[CH:9][N:8]=[C:7]2[CH:11]=[C:12]([CH2:14][O:15][C:16]3[CH:21]=[CH:20][C:19]([Cl:22])=[CH:18][CH:17]=3)[NH:13][C:6]=12)=[O:4]. The catalyst is C(#N)C.O. The product is [Cl:22][C:19]1[CH:18]=[CH:17][C:16]([O:15][CH2:14][C:12]2[NH:13][C:6]3[C:7](=[N:8][CH:9]=[CH:10][C:5]=3[C:3]([OH:4])=[O:2])[CH:11]=2)=[CH:21][CH:20]=1. The yield is 0.750. (5) The reactants are [N:1]1([C:6]([C:8]2[N:16]=[CH:15][C:14]3[NH:13][C:12]4[N:17]=[CH:18][C:19](Br)=[CH:20][C:11]=4[C:10]=3[CH:9]=2)=[O:7])[CH2:5][CH2:4][CH2:3][CH2:2]1.[C:22](#[N:24])[CH3:23]. The catalyst is C(=O)([O-])[O-].[Na+].[Na+].Cl[Pd](Cl)([P](C1C=CC=CC=1)(C1C=CC=CC=1)C1C=CC=CC=1)[P](C1C=CC=CC=1)(C1C=CC=CC=1)C1C=CC=CC=1. The product is [N:1]1([C:6]([C:8]2[N:16]=[CH:15][C:14]3[NH:13][C:12]4[N:17]=[CH:18][C:19]([C:9]5[CH:10]=[CH:14][C:22]([N:24]6[CH2:4][CH2:5][N:1]([CH3:6])[CH2:2][CH2:3]6)=[CH:23][CH:8]=5)=[CH:20][C:11]=4[C:10]=3[CH:9]=2)=[O:7])[CH2:5][CH2:4][CH2:3][CH2:2]1. The yield is 0.0500. (6) The reactants are [CH3:1][O:2][C:3]1[CH:4]=[C:5]([C:11]([C@@H:13]2[C@:22]3([CH3:23])[C@H:17]([C:18]([CH3:25])([CH3:24])[CH2:19][CH2:20][CH2:21]3)[CH2:16][C@@H:15]([NH2:26])[C@H:14]2[CH3:27])=[O:12])[CH:6]=[C:7]([O:9][CH3:10])[CH:8]=1.F[P-](F)(F)(F)(F)F.N1(O[P+](N2CCCC2)(N2CCCC2)N2CCCC2)C2C=CC=CC=2N=N1.[C:61]1([CH3:70])[C:62]([C:67](O)=[O:68])=[CH:63][CH:64]=[CH:65][CH:66]=1.C(N(CC)C(C)C)(C)C. The catalyst is CCOC(C)=O.CN(C=O)C. The product is [CH3:10][O:9][C:7]1[CH:6]=[C:5]([C:11]([C@@H:13]2[C@:22]3([CH3:23])[C@H:17]([C:18]([CH3:25])([CH3:24])[CH2:19][CH2:20][CH2:21]3)[CH2:16][C@@H:15]([NH:26][C:67](=[O:68])[C:62]3[CH:63]=[CH:64][CH:65]=[CH:66][C:61]=3[CH3:70])[C@H:14]2[CH3:27])=[O:12])[CH:4]=[C:3]([O:2][CH3:1])[CH:8]=1. The yield is 0.620. (7) The reactants are [NH:1]1[CH2:6][CH2:5][CH:4]([C:7]2[N:12]=[CH:11][C:10]([NH:13][C:14]3[N:19]=[C:18]([CH2:20][CH2:21][C:22]4[CH:27]=[CH:26][CH:25]=[CH:24][C:23]=4[C:28]4([C:31]([NH2:33])=[O:32])[CH2:30][CH2:29]4)[C:17]([C:34]([F:37])([F:36])[F:35])=[CH:16][N:15]=3)=[CH:9][CH:8]=2)[CH2:3][CH2:2]1.C=O.[C:40](O[BH-](OC(=O)C)OC(=O)C)(=O)C.[Na+]. The catalyst is CO. The product is [CH3:40][N:1]1[CH2:2][CH2:3][CH:4]([C:7]2[N:12]=[CH:11][C:10]([NH:13][C:14]3[N:19]=[C:18]([CH2:20][CH2:21][C:22]4[CH:27]=[CH:26][CH:25]=[CH:24][C:23]=4[C:28]4([C:31]([NH2:33])=[O:32])[CH2:29][CH2:30]4)[C:17]([C:34]([F:35])([F:37])[F:36])=[CH:16][N:15]=3)=[CH:9][CH:8]=2)[CH2:5][CH2:6]1. The yield is 0.290.